From a dataset of Forward reaction prediction with 1.9M reactions from USPTO patents (1976-2016). Predict the product of the given reaction. (1) Given the reactants [N:1]1[CH:6]=[CH:5][CH:4]=[CH:3][C:2]=1[O:7][CH2:8][C:9]1[CH:31]=[CH:30][C:12]([CH2:13][C:14]2[CH:18]=[C:17]([C:19]3[C:20]([NH:25][P:26](=[O:29])([OH:28])[OH:27])=[N:21][CH:22]=[CH:23][CH:24]=3)[O:16][N:15]=2)=[CH:11][CH:10]=1.CO.[NH2:34][C@H:35]([C:41]([OH:43])=[O:42])[CH2:36][CH2:37][CH2:38][CH2:39][NH2:40], predict the reaction product. The product is: [N:1]1[CH:6]=[CH:5][CH:4]=[CH:3][C:2]=1[O:7][CH2:8][C:9]1[CH:31]=[CH:30][C:12]([CH2:13][C:14]2[CH:18]=[C:17]([C:19]3[C:20]([NH:25][P:26]([O-:28])([O-:29])=[O:27])=[N:21][CH:22]=[CH:23][CH:24]=3)[O:16][N:15]=2)=[CH:11][CH:10]=1.[NH3+:40][CH2:39][CH2:38][CH2:37][CH2:36][C@@H:35]([C:41]([OH:43])=[O:42])[NH2:34].[NH3+:40][CH2:39][CH2:38][CH2:37][CH2:36][C@@H:35]([C:41]([OH:43])=[O:42])[NH2:34]. (2) Given the reactants [OH:1][C:2]1[CH:3]=[C:4]2[C:9](=[CH:10][CH:11]=1)[CH:8]=[C:7]([C:12]([OH:14])=[O:13])[CH:6]=[CH:5]2.S(=O)(=O)(O)O.[CH3:20]O, predict the reaction product. The product is: [OH:1][C:2]1[CH:3]=[C:4]2[C:9](=[CH:10][CH:11]=1)[CH:8]=[C:7]([C:12]([O:14][CH3:20])=[O:13])[CH:6]=[CH:5]2. (3) Given the reactants [CH2:1]([O:3][C:4]([C:6]1[S:10][CH:9]=[N:8][C:7]=1[NH2:11])=[O:5])[CH3:2].[N:12]([O-])=O.[Na+], predict the reaction product. The product is: [CH2:1]([O:3][C:4]([C:6]1[S:10][CH:9]=[N:8][C:7]=1[NH:11][NH2:12])=[O:5])[CH3:2]. (4) Given the reactants [CH:1]1([C@H:7]([OH:30])[C@H:8]([N:19]2C(=O)C3C(=CC=CC=3)C2=O)[CH2:9][N:10]([CH3:18])[C:11](=[O:17])[O:12][C:13]([CH3:16])([CH3:15])[CH3:14])[CH2:6][CH2:5][CH2:4][CH2:3][CH2:2]1.CCO.O.NN, predict the reaction product. The product is: [NH2:19][C@@H:8]([C@H:7]([CH:1]1[CH2:2][CH2:3][CH2:4][CH2:5][CH2:6]1)[OH:30])[CH2:9][N:10]([CH3:18])[C:11](=[O:17])[O:12][C:13]([CH3:16])([CH3:14])[CH3:15]. (5) Given the reactants C([O:5][N:6]=[C:7]1[C:16]2[C:11](=[CH:12][C:13](Br)=[CH:14][CH:15]=2)[O:10][C:9]([C:18]2[N:19]=[CH:20][C:21]3[C:26]([CH:27]=2)=[CH:25][CH:24]=[CH:23][CH:22]=3)=[CH:8]1)(C)(C)C.[CH3:28][O:29][C:30]1[CH:35]=[CH:34][C:33]([C:36]#[CH:37])=[CH:32][CH:31]=1, predict the reaction product. The product is: [CH:20]1[C:21]2[C:26](=[CH:25][CH:24]=[CH:23][CH:22]=2)[CH:27]=[C:18]([C:9]2[O:10][C:11]3[C:16]([C:7](=[N:6][OH:5])[CH:8]=2)=[CH:15][CH:14]=[C:13]([C:37]#[C:36][C:33]2[CH:34]=[CH:35][C:30]([O:29][CH3:28])=[CH:31][CH:32]=2)[CH:12]=3)[N:19]=1.